Dataset: Full USPTO retrosynthesis dataset with 1.9M reactions from patents (1976-2016). Task: Predict the reactants needed to synthesize the given product. (1) Given the product [C:48]([N:26]1[CH2:25][CH2:24][CH:23]([CH2:22][CH2:21][CH2:20][CH2:19][NH:18][C:16]([N:11]2[CH2:10][C:9]3[C:13](=[CH:14][CH:15]=[C:7]([C:5]#[N:6])[CH:8]=3)[CH2:12]2)=[O:17])[CH2:28][CH2:27]1)(=[O:53])[C:45]1[CH:46]=[CH:47][CH:42]=[CH:43][CH:44]=1, predict the reactants needed to synthesize it. The reactants are: C(Cl)(=O)C.[C:5]([C:7]1[CH:8]=[C:9]2[C:13](=[CH:14][CH:15]=1)[CH2:12][N:11]([C:16]([NH:18][CH2:19][CH2:20][CH2:21][CH2:22][CH:23]1[CH2:28][CH2:27][NH:26][CH2:25][CH2:24]1)=[O:17])[CH2:10]2)#[N:6].NC1C=C2C(=CC=1)CN(C(N[C:42]1[CH:47]=[CH:46][C:45]([C:48](=[O:53])NCCC)=[CH:44][CH:43]=1)=O)C2. (2) Given the product [C:2]([C:10]1[CH:18]=[CH:17][C:13]([C:14]([OH:16])=[O:15])=[C:12]([NH:19][C:23]2[CH:24]=[CH:25][C:26]([F:29])=[CH:27][CH:28]=2)[CH:11]=1)(=[O:9])[C:3]1[CH:4]=[CH:5][CH:6]=[CH:7][CH:8]=1, predict the reactants needed to synthesize it. The reactants are: Cl.[C:2]([C:10]1[CH:18]=[CH:17][C:13]([C:14]([OH:16])=[O:15])=[C:12]([N:19]([C:23]2[CH:28]=[CH:27][C:26]([F:29])=[CH:25][CH:24]=2)C(=O)C)[CH:11]=1)(=[O:9])[C:3]1[CH:8]=[CH:7][CH:6]=[CH:5][CH:4]=1. (3) Given the product [Cl:1][C:2]1[CH:3]=[C:4]([C:8]2[N:12]([C:13]3[CH:18]=[CH:17][C:16]([F:19])=[C:15]([C:20]#[N:21])[CH:14]=3)[N:11]=[C:10]([C:22]([N:58]3[CH2:62][C:61](=[O:63])[NH:60][CH2:59]3)=[O:23])[CH:9]=2)[CH:5]=[CH:6][CH:7]=1, predict the reactants needed to synthesize it. The reactants are: [Cl:1][C:2]1[CH:3]=[C:4]([C:8]2[N:12]([C:13]3[CH:18]=[CH:17][C:16]([F:19])=[C:15]([C:20]#[N:21])[CH:14]=3)[N:11]=[C:10]([C:22](O)=[O:23])[CH:9]=2)[CH:5]=[CH:6][CH:7]=1.C(N(CC)C(C)C)(C)C.ClC1C=C(N2C(C3C=CC=C(OCCO)C=3)=CC(C([N:58]3[CH2:62][C:61](=[O:63])[NH:60][CH2:59]3)=O)=N2)C=CC=1. (4) Given the product [O:20]1[CH2:21][CH:22]=[C:23]([C:9]2[CH2:18][CH2:17][C:12]3([O:13][CH2:14][CH2:15][O:16]3)[CH2:11][CH:10]=2)[CH2:24][CH2:25]1, predict the reactants needed to synthesize it. The reactants are: CC1(C)C(C)(C)OB([C:9]2[CH2:18][CH2:17][C:12]3([O:16][CH2:15][CH2:14][O:13]3)[CH2:11][CH:10]=2)O1.[O:20]1[CH2:25][CH:24]=[C:23](OS(C(F)(F)F)(=O)=O)[CH2:22][CH2:21]1.C([O-])([O-])=O.[Na+].[Na+]. (5) Given the product [CH3:1][C:2]1[O:19][N:18]=[C:6]([C:7]([NH:10][C:11](=[O:17])[O:12][C:13]([CH3:14])([CH3:16])[CH3:15])([CH3:9])[CH3:8])[N:5]=1, predict the reactants needed to synthesize it. The reactants are: [C:1](O)(=O)[CH3:2].[NH2:5]/[C:6](=[N:18]\[OH:19])/[C:7]([NH:10][C:11](=[O:17])[O:12][C:13]([CH3:16])([CH3:15])[CH3:14])([CH3:9])[CH3:8]. (6) Given the product [O:18]1[CH2:22][CH2:21][C@H:20]([CH2:23][NH:24][C:15]([C:12]2[CH:11]=[C:10]([CH2:9][O:8][CH2:1][C:2]3[CH:3]=[CH:4][CH:5]=[CH:6][CH:7]=3)[O:14][N:13]=2)=[O:17])[CH2:19]1, predict the reactants needed to synthesize it. The reactants are: [CH2:1]([O:8][CH2:9][C:10]1[O:14][N:13]=[C:12]([C:15]([OH:17])=O)[CH:11]=1)[C:2]1[CH:7]=[CH:6][CH:5]=[CH:4][CH:3]=1.[O:18]1[CH2:22][CH2:21][C@H:20]([CH2:23][NH2:24])[CH2:19]1.ON1C2C=CC=CC=2N=N1.Cl.C(N=C=NCCCN(C)C)C.Cl. (7) Given the product [C:1]1([O:7][C:8](=[O:18])[NH:9][C:10]2[S:14][N:13]=[C:12]([SH:15])[C:11]=2[C:16](=[O:34])[NH2:17])[CH:2]=[CH:3][CH:4]=[CH:5][CH:6]=1, predict the reactants needed to synthesize it. The reactants are: [C:1]1([O:7][C:8](=[O:18])[NH:9][C:10]2[S:14][N:13]=[C:12]([SH:15])[C:11]=2[C:16]#[N:17])[CH:6]=[CH:5][CH:4]=[CH:3][CH:2]=1.C(C1C=C(C)C=C(C(C)(C)C)C=1[OH:34])(C)(C)C.S(=O)(=O)(O)O.[BH4-].[Na+].Cl. (8) Given the product [Cl:19][C:15]1[CH:14]=[C:13]([Cl:20])[CH:12]=[C:11]2[C:16]=1[C:17](=[O:18])[C:8]([CH3:22])([C:5]1[CH:4]=[CH:3][C:2]([NH:1][CH2:23][CH3:24])=[CH:7][CH:6]=1)[C:9](=[O:21])[NH:10]2, predict the reactants needed to synthesize it. The reactants are: [NH2:1][C:2]1[CH:7]=[CH:6][C:5]([C:8]2([CH3:22])[C:17](=[O:18])[C:16]3[C:11](=[CH:12][C:13]([Cl:20])=[CH:14][C:15]=3[Cl:19])[NH:10][C:9]2=[O:21])=[CH:4][CH:3]=1.[CH:23](=O)[CH3:24].[Na]. (9) Given the product [Cl:1][C:2]1[C:11]2[CH:10]=[CH:9][C:8]([CH:19]([CH3:21])[CH3:20])=[CH:7][C:6]=2[N:5]=[C:4]2[CH:15]=[N:16][N:17]([CH3:18])[C:3]=12, predict the reactants needed to synthesize it. The reactants are: [Cl:1][C:2]1[C:11]2[C:10](C(C)C)=[CH:9][CH:8]=[CH:7][C:6]=2[N:5]=[C:4]2[CH:15]=[N:16][N:17]([CH3:18])[C:3]=12.[CH:19](C1C2C(=O)C3N(C)N=CC=3NC=2C=CC=1)([CH3:21])[CH3:20].ClC1C2C=CC(F)=CC=2N=C2C=NN(C)C=12.C(C1C=CC2C(=O)C3N(C)N=CC=3NC=2C=1)(C)C.